This data is from Reaction yield outcomes from USPTO patents with 853,638 reactions. The task is: Predict the reaction yield, written as a fraction of the theoretical maximum amount of product (1.0 means a 100% yield; for example, 0.34 means a 34% yield). (1) The reactants are FC(F)(F)C(O)=O.[NH:8]1[CH2:11][CH:10]([O:12][C:13]2[CH:18]=[C:17]([CH3:19])[C:16]([C:20]3[CH:25]=[CH:24][CH:23]=[C:22]([CH2:26][O:27][C:28]4[CH:41]=[CH:40][C:31]5[C@H:32]([CH2:35][C:36]([O:38][CH3:39])=[O:37])[CH2:33][O:34][C:30]=5[CH:29]=4)[CH:21]=3)=[C:15]([CH3:42])[CH:14]=2)[CH2:9]1.C(N(CC)CC)C.[C:50]([CH2:52][C:53](Cl)=[O:54])#[N:51].O. The catalyst is ClCCl. The product is [C:50]([CH2:52][C:53]([N:8]1[CH2:11][CH:10]([O:12][C:13]2[CH:14]=[C:15]([CH3:42])[C:16]([C:20]3[CH:25]=[CH:24][CH:23]=[C:22]([CH2:26][O:27][C:28]4[CH:41]=[CH:40][C:31]5[C@H:32]([CH2:35][C:36]([O:38][CH3:39])=[O:37])[CH2:33][O:34][C:30]=5[CH:29]=4)[CH:21]=3)=[C:17]([CH3:19])[CH:18]=2)[CH2:9]1)=[O:54])#[N:51]. The yield is 0.462. (2) The reactants are C([Li])CCC.[C:6]([O:10][C:11](=[O:37])[N:12]([C:14]1[CH:19]=[C:18]([CH3:20])[C:17]([CH2:21][CH2:22][S:23]([N:26]2[CH2:35][CH2:34][C:29]3([O:33][CH2:32][CH2:31][O:30]3)[CH2:28][CH2:27]2)(=[O:25])=[O:24])=[C:16]([CH3:36])[CH:15]=1)[CH3:13])([CH3:9])([CH3:8])[CH3:7].Br[CH2:39][CH2:40][Cl:41].[Cl-].[NH4+]. The catalyst is C1COCC1. The product is [C:6]([O:10][C:11](=[O:37])[N:12]([C:14]1[CH:19]=[C:18]([CH3:20])[C:17]([CH2:21][CH:22]([S:23]([N:26]2[CH2:27][CH2:28][C:29]3([O:33][CH2:32][CH2:31][O:30]3)[CH2:34][CH2:35]2)(=[O:24])=[O:25])[CH2:39][CH2:40][Cl:41])=[C:16]([CH3:36])[CH:15]=1)[CH3:13])([CH3:9])([CH3:8])[CH3:7]. The yield is 0.600. (3) The reactants are CS(Cl)(=O)=O.[Cl:6][C:7]1[C:15]2[N:14]=[C:13]([NH:16][C:17]3[C:18]([CH2:26][CH3:27])=[N:19][C:20]([CH3:25])=[N:21][C:22]=3[CH2:23][CH3:24])[N:12]([CH2:28][CH2:29][CH2:30]O)[C:11]=2[C:10]([C:32]([O:34][CH3:35])=[O:33])=[CH:9][CH:8]=1.S([O-])(=O)(=O)C.C(=O)([O-])[O-].[K+].[K+]. The catalyst is O1CCCC1.CN(C)C=O.O.C(N(CC)CC)C. The product is [Cl:6][C:7]1[CH:8]=[CH:9][C:10]([C:32]([O:34][CH3:35])=[O:33])=[C:11]2[C:15]=1[N:14]=[C:13]1[N:16]([C:17]3[C:22]([CH2:23][CH3:24])=[N:21][C:20]([CH3:25])=[N:19][C:18]=3[CH2:26][CH3:27])[CH2:30][CH2:29][CH2:28][N:12]21. The yield is 0.800.